From a dataset of Full USPTO retrosynthesis dataset with 1.9M reactions from patents (1976-2016). Predict the reactants needed to synthesize the given product. (1) Given the product [CH2:38]=[C:37]([C:2]1[CH:7]=[CH:6][CH:5]=[C:4]([C:67]([CH3:71])=[CH2:66])[C:3]=1[C:9]1[N:13]2[C:14]3[CH:15]=[CH:16][CH:17]=[CH:18][C:19]=3[C:20]3[CH:21]=[CH:22][C:23]([O:26][CH3:27])=[CH:24][C:25]=3[C:12]2=[N:11][CH:10]=1)[CH3:42], predict the reactants needed to synthesize it. The reactants are: Br[C:2]1[CH:7]=[CH:6][CH:5]=[C:4](Br)[C:3]=1[C:9]1[N:13]2[C:14]3[CH:15]=[CH:16][CH:17]=[CH:18][C:19]=3[C:20]3[CH:21]=[CH:22][C:23]([O:26][CH3:27])=[CH:24][C:25]=3[C:12]2=[N:11][CH:10]=1.O.P([O-])([O-])([O-])=O.[K+].[K+].[K+].[CH:37]1(P(C2CCCCC2)C2C=CC=CC=2C2C(OC)=CC=CC=2OC)[CH2:42]CCC[CH2:38]1.[CH3:66][C:67]1(C)[C:71](C)(C)OB(C(C)=C)O1. (2) Given the product [C:1]([C:5]1[CH:6]=[CH:7][C:8]([N:11]([CH:12]([C:14]2[CH:27]=[CH:26][C:17]([C:18]([NH:20][C:21]3[N:22]=[N:23][NH:24][N:25]=3)=[O:19])=[CH:16][CH:15]=2)[CH3:13])[C:38]([NH:37][C:34]2[CH:35]=[CH:36][C:31]([O:30][C:29]([F:28])([F:40])[F:41])=[CH:32][CH:33]=2)=[O:39])=[CH:9][CH:10]=1)([CH3:2])([CH3:3])[CH3:4], predict the reactants needed to synthesize it. The reactants are: [C:1]([C:5]1[CH:10]=[CH:9][C:8]([NH:11][CH:12]([C:14]2[CH:27]=[CH:26][C:17]([C:18]([NH:20][C:21]3[N:22]=[N:23][NH:24][N:25]=3)=[O:19])=[CH:16][CH:15]=2)[CH3:13])=[CH:7][CH:6]=1)([CH3:4])([CH3:3])[CH3:2].[F:28][C:29]([F:41])([F:40])[O:30][C:31]1[CH:36]=[CH:35][C:34]([N:37]=[C:38]=[O:39])=[CH:33][CH:32]=1. (3) Given the product [C:1]([N:4]1[CH2:9][CH2:8][C:7]2[N:10]([C:18]3[CH:23]=[CH:22][CH:21]=[C:20]([C:26]#[C:25][C@:27]4([OH:34])[CH2:31][CH2:30][N:29]([CH3:32])[C:28]4=[O:33])[CH:19]=3)[N:11]=[C:12]([C:13]([O:15][CH2:16][CH3:17])=[O:14])[C:6]=2[CH2:5]1)(=[O:3])[CH3:2], predict the reactants needed to synthesize it. The reactants are: [C:1]([N:4]1[CH2:9][CH2:8][C:7]2[N:10]([C:18]3[CH:23]=[CH:22][CH:21]=[C:20](Br)[CH:19]=3)[N:11]=[C:12]([C:13]([O:15][CH2:16][CH3:17])=[O:14])[C:6]=2[CH2:5]1)(=[O:3])[CH3:2].[C:25]([C@:27]1([OH:34])[CH2:31][CH2:30][N:29]([CH3:32])[C:28]1=[O:33])#[CH:26]. (4) Given the product [S:56]1[C:60]([CH2:61][CH:15]([NH:16][S:17]([C:20]2[CH:21]=[N:22][CH:23]=[CH:24][CH:25]=2)(=[O:19])=[O:18])[C:11]2[N:10]=[C:9]([N:8]([CH2:26][C:27]([O:29][C:30]([CH3:33])([CH3:32])[CH3:31])=[O:28])[C:6]([O:5][C:1]([CH3:4])([CH3:3])[CH3:2])=[O:7])[CH:14]=[CH:13][CH:12]=2)=[CH:59][C:58]2[CH:63]=[CH:64][CH:65]=[CH:66][C:57]1=2, predict the reactants needed to synthesize it. The reactants are: [C:1]([O:5][C:6]([N:8]([CH2:26][C:27]([O:29][C:30]([CH3:33])([CH3:32])[CH3:31])=[O:28])[C:9]1[CH:14]=[CH:13][CH:12]=[C:11]([CH2:15][NH:16][S:17]([C:20]2[CH:21]=[N:22][CH:23]=[CH:24][CH:25]=2)(=[O:19])=[O:18])[N:10]=1)=[O:7])([CH3:4])([CH3:3])[CH3:2].S1C=CN=C1C1C=CC(CNS(C2C=NC=CC=2)(=O)=O)=CC=1.[S:56]1[C:60]([CH2:61]O)=[CH:59][C:58]2[CH:63]=[CH:64][CH:65]=[CH:66][C:57]1=2. (5) Given the product [CH3:21][O:20][C:13]1[CH:14]=[C:15]([O:18][CH3:19])[CH:16]=[CH:17][C:12]=1[CH2:11][N:9]1[CH2:10][C:6]2[C:5]([F:23])=[C:4]([NH:24][C@H:25]([CH2:29][CH:30]([CH3:32])[CH3:31])[C:26]([NH2:28])=[O:27])[N:3]=[C:2]([C:38]3[O:39][CH:40]=[CH:41][CH:42]=3)[C:7]=2[C:8]1=[O:22], predict the reactants needed to synthesize it. The reactants are: Cl[C:2]1[C:7]2[C:8](=[O:22])[N:9]([CH2:11][C:12]3[CH:17]=[CH:16][C:15]([O:18][CH3:19])=[CH:14][C:13]=3[O:20][CH3:21])[CH2:10][C:6]=2[C:5]([F:23])=[C:4]([NH:24][C@H:25]([CH2:29][CH:30]([CH3:32])[CH3:31])[C:26]([NH2:28])=[O:27])[N:3]=1.C([Sn](CCCC)(CCCC)[C:38]1[O:39][CH:40]=[CH:41][CH:42]=1)CCC. (6) Given the product [CH2:12]([C:5]1[CH:6]=[C:7]([OH:8])[N:2]([CH3:1])[N:3]=1)[CH3:13], predict the reactants needed to synthesize it. The reactants are: [CH3:1][NH:2][NH2:3].O=[C:5]([CH2:12][CH3:13])[CH2:6][C:7](OCC)=[O:8]. (7) Given the product [CH2:7]([O:9][C:10](=[O:29])[C:11]1[CH:12]=[CH:13][C:14]([N:17]2[C:21]3([CH2:26][CH2:25][CH2:24][CH2:23][CH2:22]3)[C:20](=[O:27])[N:19]([CH2:31][C:32](=[O:33])[NH:34][C:35]3[C:36]([CH:44]([CH3:46])[CH3:45])=[CH:37][CH:38]=[CH:39][C:40]=3[CH:41]([CH3:43])[CH3:42])[C:18]2=[O:28])=[CH:15][CH:16]=1)[CH3:8], predict the reactants needed to synthesize it. The reactants are: C(=O)([O-])[O-].[K+].[K+].[CH2:7]([O:9][C:10](=[O:29])[C:11]1[CH:16]=[CH:15][C:14]([N:17]2[C:21]3([CH2:26][CH2:25][CH2:24][CH2:23][CH2:22]3)[C:20](=[O:27])[NH:19][C:18]2=[O:28])=[CH:13][CH:12]=1)[CH3:8].Cl[CH2:31][C:32]([NH:34][C:35]1[C:40]([CH:41]([CH3:43])[CH3:42])=[CH:39][CH:38]=[CH:37][C:36]=1[CH:44]([CH3:46])[CH3:45])=[O:33].O. (8) Given the product [F:27][C:28]1[CH:33]=[C:32]([CH:31]=[CH:30][C:29]=1[CH2:36][Br:8])[C:34]#[N:35], predict the reactants needed to synthesize it. The reactants are: C1C(=O)N([Br:8])C(=O)C1.C(OOC(=O)C1C=CC=CC=1)(=O)C1C=CC=CC=1.[F:27][C:28]1[CH:33]=[C:32]([C:34]#[N:35])[CH:31]=[CH:30][C:29]=1[CH3:36]. (9) Given the product [CH3:28][O:29][C:30]1[CH:37]=[CH:36][CH:35]=[CH:34][C:31]=1[CH2:32][NH:33][C:21](=[O:22])[C:20]1[CH:24]=[CH:25][CH:26]=[CH:27][C:19]=1[NH:18][C:14]1[CH:13]=[C:12]2[C:17]([C:9](/[CH:8]=[CH:7]/[C:2]3[CH:3]=[CH:4][CH:5]=[CH:6][N:1]=3)=[N:10][NH:11]2)=[CH:16][CH:15]=1, predict the reactants needed to synthesize it. The reactants are: [N:1]1[CH:6]=[CH:5][CH:4]=[CH:3][C:2]=1[CH:7]=[CH:8][C:9]1[C:17]2[C:12](=[CH:13][C:14]([NH:18][C:19]3[CH:27]=[CH:26][CH:25]=[CH:24][C:20]=3[C:21](O)=[O:22])=[CH:15][CH:16]=2)[NH:11][N:10]=1.[CH3:28][O:29][C:30]1[CH:37]=[CH:36][CH:35]=[CH:34][C:31]=1[CH2:32][NH2:33].C(N(CC)CC)C.CN(C(ON1N=NC2C=CC=NC1=2)=[N+](C)C)C.F[P-](F)(F)(F)(F)F.